This data is from Reaction yield outcomes from USPTO patents with 853,638 reactions. The task is: Predict the reaction yield, written as a fraction of the theoretical maximum amount of product (1.0 means a 100% yield; for example, 0.34 means a 34% yield). (1) The yield is 0.320. The product is [C:1]([C:5]1[CH:9]=[C:8]([NH:10][C:11]([NH:51][C:50]2[CH:52]=[CH:53][CH:54]=[C:48]([S:47][C:38]3[C:37]4[C:42](=[CH:43][C:44]([O:45][CH3:46])=[C:35]([O:34][CH3:33])[CH:36]=4)[N:41]=[CH:40][N:39]=3)[CH:49]=2)=[O:19])[N:7]([CH2:20][CH:21]([CH3:22])[CH3:23])[N:6]=1)([CH3:2])([CH3:3])[CH3:4]. The catalyst is C1COCC1. The reactants are [C:1]([C:5]1[CH:9]=[C:8]([NH:10][C:11](=[O:19])OC2C=CC=CC=2)[N:7]([CH2:20][CH:21]([CH3:23])[CH3:22])[N:6]=1)([CH3:4])([CH3:3])[CH3:2].C(N(CC)C(C)C)(C)C.[CH3:33][O:34][C:35]1[CH:36]=[C:37]2[C:42](=[CH:43][C:44]=1[O:45][CH3:46])[N:41]=[CH:40][N:39]=[C:38]2[S:47][C:48]1[CH:49]=[C:50]([CH:52]=[CH:53][CH:54]=1)[NH2:51]. (2) The reactants are [CH3:1][N:2]1[CH2:6][CH2:5][NH:4][C:3]1=[S:7].[CH3:8][I:9]. The catalyst is CC(C)=O. The product is [IH:9].[CH3:1][N:2]1[CH2:6][CH2:5][N:4]=[C:3]1[S:7][CH3:8]. The yield is 0.770. (3) The reactants are [CH3:1][O:2][C:3]([CH:5]1[CH2:14][C:13]2[C:8](=[CH:9][C:10]([N+:15]([O-:17])=[O:16])=[CH:11][CH:12]=2)[CH2:7][NH:6]1)=[O:4].C(C1C(=O)C(Cl)=C(Cl)C(=O)C=1C#N)#N. The catalyst is O1CCOCC1. The product is [CH3:1][O:2][C:3]([C:5]1[N:6]=[CH:7][C:8]2[C:13]([CH:14]=1)=[CH:12][CH:11]=[C:10]([N+:15]([O-:17])=[O:16])[CH:9]=2)=[O:4]. The yield is 0.710. (4) The reactants are Cl[CH:2](Cl)[C:3](=O)[CH3:4].[CH:7]1([CH:13]=O)[CH2:12][CH2:11][CH2:10][CH2:9][CH2:8]1.CC([O-])(C)C.[K+].[C:21]([CH2:23][C:24]([NH2:26])=[O:25])#[N:22]. The catalyst is C1COCC1. The product is [CH:7]1([C:13]2[CH:2]=[C:3]([CH3:4])[NH:26][C:24](=[O:25])[C:23]=2[C:21]#[N:22])[CH2:8][CH2:9][CH2:10][CH2:11][CH2:12]1. The yield is 0.320. (5) The reactants are [CH3:1][C:2]1[N:3]=[CH:4][C:5]([C:8]([OH:10])=O)=[N:6][CH:7]=1.Cl.[CH3:12][NH:13][O:14][CH3:15].Cl.CN(C)CCCN=C=NCC.ON1C2C=CC=CC=2N=N1. The yield is 0.720. The product is [CH3:15][O:14][N:13]([CH3:12])[C:8]([C:5]1[CH:4]=[N:3][C:2]([CH3:1])=[CH:7][N:6]=1)=[O:10]. The catalyst is CN(C)C=O.C(OCC)(=O)C.O.C(N(CC)CC)C. (6) The reactants are [CH2:1]([C:5]1[N:10]=[C:9]([CH3:11])[N:8]([C:12]2[CH:17]=[CH:16][C:15]([O:18][CH:19]3[CH2:24][CH2:23][CH:22]([OH:25])[CH2:21][CH2:20]3)=[CH:14][CH:13]=2)[C:7](=[O:26])[C:6]=1[CH2:27][C:28]1[CH:33]=[CH:32][C:31]([C:34]2[CH:39]=[CH:38][CH:37]=[CH:36][C:35]=2[C:40]2[NH:44][C:43](=[O:45])[O:42][N:41]=2)=[CH:30][CH:29]=1)[CH2:2][CH2:3][CH3:4].CC(OI1(OC(C)=O)(OC(C)=O)OC(=O)C2C1=CC=CC=2)=O. The catalyst is ClCCl.C(OCC)(=O)C. The product is [CH2:1]([C:5]1[N:10]=[C:9]([CH3:11])[N:8]([C:12]2[CH:17]=[CH:16][C:15]([O:18][CH:19]3[CH2:24][CH2:23][C:22](=[O:25])[CH2:21][CH2:20]3)=[CH:14][CH:13]=2)[C:7](=[O:26])[C:6]=1[CH2:27][C:28]1[CH:33]=[CH:32][C:31]([C:34]2[CH:39]=[CH:38][CH:37]=[CH:36][C:35]=2[C:40]2[NH:44][C:43](=[O:45])[O:42][N:41]=2)=[CH:30][CH:29]=1)[CH2:2][CH2:3][CH3:4]. The yield is 0.930. (7) The reactants are [CH:1]([C:4]1[CH:9]=[CH:8][C:7]([CH:10]2[C:14]3[C:15]([CH3:31])=[C:16]([NH:21][CH2:22][C:23]4[CH:28]=[CH:27][C:26]([O:29][CH3:30])=[CH:25][CH:24]=4)[C:17]([CH3:20])=[C:18]([CH3:19])[C:13]=3[O:12][C:11]2([CH3:33])[CH3:32])=[CH:6][CH:5]=1)([CH3:3])[CH3:2].[CH3:34]I.O. The catalyst is CN(C)C=O. The product is [CH:1]([C:4]1[CH:5]=[CH:6][C:7]([CH:10]2[C:14]3[C:15]([CH3:31])=[C:16]([N:21]([CH2:22][C:23]4[CH:24]=[CH:25][C:26]([O:29][CH3:30])=[CH:27][CH:28]=4)[CH3:34])[C:17]([CH3:20])=[C:18]([CH3:19])[C:13]=3[O:12][C:11]2([CH3:33])[CH3:32])=[CH:8][CH:9]=1)([CH3:3])[CH3:2]. The yield is 0.690. (8) The reactants are Br[CH:2]1[CH2:7][CH2:6][CH2:5][CH:4]([C:8]([N:10]2[CH2:15][CH2:14][CH2:13][CH2:12][CH2:11]2)=[O:9])[C:3]1=O.[F:17][CH2:18][CH2:19][NH:20][C:21]1[CH:26]=[CH:25][CH:24]=[CH:23][CH:22]=1. The catalyst is CC(O)C.[Cl-].[Zn+2].[Cl-]. The product is [F:17][CH2:18][CH2:19][N:20]1[C:2]2[CH2:7][CH2:6][CH2:5][CH:4]([C:8]([N:10]3[CH2:15][CH2:14][CH2:13][CH2:12][CH2:11]3)=[O:9])[C:3]=2[C:26]2[C:21]1=[CH:22][CH:23]=[CH:24][CH:25]=2. The yield is 0.270. (9) The reactants are [CH3:1][O:2][C:3]([C:5]1[N:6]=[N:7][C:8]([Cl:12])=[CH:9][C:10]=1Cl)=[O:4].[CH3:13][N:14]1[CH:18]=[CH:17][C:16]([NH2:19])=[N:15]1. The catalyst is CN1CCCC1=O. The product is [CH3:1][O:2][C:3]([C:5]1[N:6]=[N:7][C:8]([Cl:12])=[CH:9][C:10]=1[NH:19][C:16]1[CH:17]=[CH:18][N:14]([CH3:13])[N:15]=1)=[O:4]. The yield is 0.320.